Task: Predict which catalyst facilitates the given reaction.. Dataset: Catalyst prediction with 721,799 reactions and 888 catalyst types from USPTO (1) Reactant: [N:1]1[CH:6]=[CH:5][CH:4]=[C:3]([O:7][CH:8]([C:10]2[CH:18]=[CH:17][C:13]([C:14]([OH:16])=O)=[CH:12][N:11]=2)[CH3:9])[CH:2]=1.C(N(CC)CC)C.[NH2:26][CH2:27][C:28]1[C:29]([OH:36])=[N:30][C:31]([CH3:35])=[CH:32][C:33]=1[CH3:34]. Product: [OH:36][C:29]1[C:28]([CH2:27][NH:26][C:14](=[O:16])[C:13]2[CH:17]=[CH:18][C:10]([CH:8]([O:7][C:3]3[CH:2]=[N:1][CH:6]=[CH:5][CH:4]=3)[CH3:9])=[N:11][CH:12]=2)=[C:33]([CH3:34])[CH:32]=[C:31]([CH3:35])[N:30]=1. The catalyst class is: 4. (2) Reactant: [CH2:1]([O:3][C:4]([N:6]1[C:15]2[C:10](=[CH:11][C:12]([C:16]([F:19])([F:18])[F:17])=[CH:13][CH:14]=2)[CH:9]([CH:20]([C:23]2[CH:28]=[C:27]([C:29]([F:32])([F:31])[F:30])[CH:26]=[C:25]([C:33]([F:36])([F:35])[F:34])[CH:24]=2)[CH2:21][OH:22])[CH2:8][CH:7]1[CH2:37][CH3:38])=[O:5])[CH3:2].C(N(CC)CC)C.[C:46](Cl)(=[O:48])[CH3:47]. Product: [CH2:1]([O:3][C:4]([N:6]1[C:15]2[C:10](=[CH:11][C:12]([C:16]([F:17])([F:18])[F:19])=[CH:13][CH:14]=2)[CH:9]([CH:20]([C:23]2[CH:24]=[C:25]([C:33]([F:34])([F:36])[F:35])[CH:26]=[C:27]([C:29]([F:30])([F:31])[F:32])[CH:28]=2)[CH2:21][O:22][C:46](=[O:48])[CH3:47])[CH2:8][CH:7]1[CH2:37][CH3:38])=[O:5])[CH3:2]. The catalyst class is: 4. (3) Reactant: [Si:1](Cl)([C:4]([CH3:7])([CH3:6])[CH3:5])([CH3:3])[CH3:2].[CH2:9]([O:11][C:12]([C@@:14]1([NH:19][C:20]([N:22]2[CH2:26][C@H:25]([OH:27])[CH2:24][C@H:23]2[C:28](=[O:37])[N:29]([CH2:31][CH2:32][CH2:33][CH2:34][CH:35]=[CH2:36])[CH3:30])=[O:21])[CH2:16][C@@H:15]1[CH:17]=[CH2:18])=[O:13])[CH3:10]. Product: [CH2:9]([O:11][C:12]([C@@:14]1([NH:19][C:20]([N:22]2[CH2:26][C@H:25]([O:27][Si:1]([C:4]([CH3:7])([CH3:6])[CH3:5])([CH3:3])[CH3:2])[CH2:24][C@H:23]2[C:28](=[O:37])[N:29]([CH2:31][CH2:32][CH2:33][CH2:34][CH:35]=[CH2:36])[CH3:30])=[O:21])[CH2:16][C@@H:15]1[CH:17]=[CH2:18])=[O:13])[CH3:10]. The catalyst class is: 2. (4) Reactant: [CH3:1][C:2]([O:8][C:9]1[CH:14]=[CH:13][CH:12]=[C:11]([N+:15]([O-])=O)[C:10]=1[CH3:18])([CH3:7])[C:3]([O:5][CH3:6])=[O:4].[ClH:19]. Product: [ClH:19].[NH2:15][C:11]1[C:10]([CH3:18])=[C:9]([CH:14]=[CH:13][CH:12]=1)[O:8][C:2]([CH3:7])([CH3:1])[C:3]([O:5][CH3:6])=[O:4]. The catalyst class is: 29. (5) Reactant: [O:1]=[C:2]1[CH2:5][CH:4]([C:6]([O:8][CH3:9])=[O:7])[CH2:3]1.[BH4-].[Na+]. Product: [OH:1][CH:2]1[CH2:5][CH:4]([C:6]([O:8][CH3:9])=[O:7])[CH2:3]1. The catalyst class is: 5. (6) Reactant: [Br:1][C:2]1[CH:11]=[CH:10][CH:9]=[C:8]2[C:3]=1[CH2:4][CH2:5][O:6][CH:7]2[C:12](O)=[O:13].B.C1COCC1. Product: [Br:1][C:2]1[CH:11]=[CH:10][CH:9]=[C:8]2[C:3]=1[CH2:4][CH2:5][O:6][CH:7]2[CH2:12][OH:13]. The catalyst class is: 1. (7) Reactant: [I:1][C:2]1[CH:3]=[C:4]2[C:9](=[CH:10][CH:11]=1)[N:8]=[CH:7][NH:6][C:5]2=O.P(Cl)(Cl)([Cl:15])=O.C(N(CC)CC)C. Product: [I:1][C:2]1[CH:3]=[C:4]2[C:9](=[CH:10][CH:11]=1)[N:8]=[CH:7][N:6]=[C:5]2[Cl:15]. The catalyst class is: 11. (8) Reactant: [Cl:1][C:2]1[CH:3]=[C:4]([C:9]2([C:27]([F:30])([F:29])[F:28])[CH2:13][CH2:12][N:11]([C:14]3[S:15][C:16]4[C:22]([NH:23]C(=O)[O-])=[CH:21][CH:20]=[CH:19][C:17]=4[N:18]=3)[CH2:10]2)[CH:5]=[C:6]([Cl:8])[CH:7]=1.FC(F)(F)C(O)=O. Product: [Cl:8][C:6]1[CH:5]=[C:4]([C:9]2([C:27]([F:28])([F:30])[F:29])[CH2:13][CH2:12][N:11]([C:14]3[S:15][C:16]4[C:22]([NH2:23])=[CH:21][CH:20]=[CH:19][C:17]=4[N:18]=3)[CH2:10]2)[CH:3]=[C:2]([Cl:1])[CH:7]=1. The catalyst class is: 4. (9) Reactant: [Na+].[C:2]([O:6][C@@H:7]([C:12]1[C:13]([CH3:32])=[CH:14][C:15]2[N:16]([CH:26]=[C:27]([C:29]([O-:31])=O)[N:28]=2)[C:17]=1[N:18]1[CH2:23][CH2:22][C:21]([CH3:25])([CH3:24])[CH2:20][CH2:19]1)[C:8]([O:10]C)=[O:9])([CH3:5])([CH3:4])[CH3:3].C(Cl)(=O)C(Cl)=O.[C:39]1([CH2:45][C:46]([NH:48][NH2:49])=O)[CH:44]=[CH:43][CH:42]=[CH:41][CH:40]=1.CCN(C(C)C)C(C)C.CC[N+](S(N=C(OC)[O-])(=O)=O)(CC)CC.[Li+].[OH-]. Product: [CH2:45]([C:46]1[O:31][C:29]([C:27]2[N:28]=[C:15]3[CH:14]=[C:13]([CH3:32])[C:12]([C@H:7]([O:6][C:2]([CH3:5])([CH3:4])[CH3:3])[C:8]([OH:10])=[O:9])=[C:17]([N:18]4[CH2:23][CH2:22][C:21]([CH3:24])([CH3:25])[CH2:20][CH2:19]4)[N:16]3[CH:26]=2)=[N:49][N:48]=1)[C:39]1[CH:44]=[CH:43][CH:42]=[CH:41][CH:40]=1. The catalyst class is: 606. (10) Reactant: [CH2:1]([O:8][CH2:9][CH2:10][CH2:11][O:12][C:13]1[CH:18]=[CH:17][C:16]([CH:19]2[CH:24]([CH2:25][OH:26])[CH2:23][N:22]([C:27]([O:29][C:30]([CH3:33])([CH3:32])[CH3:31])=[O:28])[CH2:21][CH:20]2[OH:34])=[CH:15][CH:14]=1)[C:2]1[CH:7]=[CH:6][CH:5]=[CH:4][CH:3]=1.[C:35]1([C:41]([C:49]2[CH:54]=[CH:53][CH:52]=[CH:51][CH:50]=2)([C:43]2[CH:48]=[CH:47][CH:46]=[CH:45][CH:44]=2)Cl)[CH:40]=[CH:39][CH:38]=[CH:37][CH:36]=1. Product: [CH2:1]([O:8][CH2:9][CH2:10][CH2:11][O:12][C:13]1[CH:18]=[CH:17][C:16]([CH:19]2[CH:24]([CH2:25][O:26][C:41]([C:35]3[CH:40]=[CH:39][CH:38]=[CH:37][CH:36]=3)([C:49]3[CH:50]=[CH:51][CH:52]=[CH:53][CH:54]=3)[C:43]3[CH:44]=[CH:45][CH:46]=[CH:47][CH:48]=3)[CH2:23][N:22]([C:27]([O:29][C:30]([CH3:31])([CH3:33])[CH3:32])=[O:28])[CH2:21][CH:20]2[OH:34])=[CH:15][CH:14]=1)[C:2]1[CH:7]=[CH:6][CH:5]=[CH:4][CH:3]=1. The catalyst class is: 17.